Dataset: Full USPTO retrosynthesis dataset with 1.9M reactions from patents (1976-2016). Task: Predict the reactants needed to synthesize the given product. (1) The reactants are: [CH:1]1([C:4]2[NH:8][N:7]=[C:6]([NH:9][C:10]3[C:15]([N+:16]([O-])=O)=[CH:14][N:13]=[C:12]([C:19]4[CH:24]=[CH:23][C:22]([CH2:25][C:26]#[N:27])=[CH:21][CH:20]=4)[N:11]=3)[CH:5]=2)[CH2:3][CH2:2]1.[NH4+].[Cl-].CCO. Given the product [NH2:16][C:15]1[C:10]([NH:9][C:6]2[CH:5]=[C:4]([CH:1]3[CH2:3][CH2:2]3)[NH:8][N:7]=2)=[N:11][C:12]([C:19]2[CH:20]=[CH:21][C:22]([CH2:25][C:26]#[N:27])=[CH:23][CH:24]=2)=[N:13][CH:14]=1, predict the reactants needed to synthesize it. (2) Given the product [C:1]([O:5][C:6](=[O:26])[NH:7][CH2:8][CH2:9][C:10]1[CH:15]=[CH:14][C:13]([O:16][C:17]2[CH:18]=[CH:19][C:20]([NH2:23])=[CH:21][CH:22]=2)=[CH:12][CH:11]=1)([CH3:4])([CH3:2])[CH3:3], predict the reactants needed to synthesize it. The reactants are: [C:1]([O:5][C:6](=[O:26])[NH:7][CH2:8][CH2:9][C:10]1[CH:15]=[CH:14][C:13]([O:16][C:17]2[CH:22]=[CH:21][C:20]([N+:23]([O-])=O)=[CH:19][CH:18]=2)=[CH:12][CH:11]=1)([CH3:4])([CH3:3])[CH3:2]. (3) Given the product [F:25][C:22]1[CH:23]=[CH:24][C:5]([S:2](=[O:4])(=[O:3])[NH:26][C:27]2[CH:28]=[CH:29][C:30]3[C@H:31]4[CH2:41][C@H:32]4[CH2:33][O:34][C:35]=3[C:36]=2[C:37]([O:39][CH3:40])=[O:38])=[C:6]([CH:21]=1)[CH:7]=[C:8]1[CH2:13][CH2:12][CH2:11][N:10]([C:14]([O:16][C:17]([CH3:20])([CH3:19])[CH3:18])=[O:15])[CH2:9]1, predict the reactants needed to synthesize it. The reactants are: Cl[S:2]([C:5]1[CH:24]=[CH:23][C:22]([F:25])=[CH:21][C:6]=1[CH:7]=[C:8]1[CH2:13][CH2:12][CH2:11][N:10]([C:14]([O:16][C:17]([CH3:20])([CH3:19])[CH3:18])=[O:15])[CH2:9]1)(=[O:4])=[O:3].[NH2:26][C:27]1[C:36]([C:37]([O:39][CH3:40])=[O:38])=[C:35]2[C:30]([C@H:31]3[CH2:41][C@H:32]3[CH2:33][O:34]2)=[CH:29][CH:28]=1. (4) Given the product [CH:1]1[CH:6]=[N:5][C:4]([N:7]2[CH2:12][CH2:11][N:10]([CH2:13][CH2:14][CH2:15][CH2:16][N:17]3[C:27](=[O:28])[CH2:26][C:21]4([CH2:22][CH2:23][CH2:24][CH2:25]4)[CH2:20][C:18]3=[O:19])[CH2:9][CH2:8]2)=[N:3][CH:2]=1, predict the reactants needed to synthesize it. The reactants are: [CH:1]1[CH:2]=[N:3][C:4]([N:7]2[CH2:12][CH2:11][N:10]([CH2:13][CH2:14][CH2:15][CH2:16][N:17]3[C:27](=[O:28])[CH2:26][C:21]4([CH2:25][CH2:24][CH2:23][CH2:22]4)[CH2:20][C:18]3=[O:19])[CH2:9][CH2:8]2)=[N:5][CH:6]=1.Cl. (5) Given the product [NH2:26][C:23]1[CH:24]=[CH:25][C:20]([C:6]2[C:5]3[C:9](=[CH:10][C:2]([F:1])=[CH:3][CH:4]=3)[N:8]([S:11]([C:14]3[CH:19]=[CH:18][CH:17]=[CH:16][CH:15]=3)(=[O:13])=[O:12])[CH:7]=2)=[CH:21][C:22]=1[OH:39], predict the reactants needed to synthesize it. The reactants are: [F:1][C:2]1[CH:10]=[C:9]2[C:5]([C:6]([C:20]3[CH:21]=[C:22](N)[C:23]([NH2:26])=[CH:24][CH:25]=3)=[CH:7][N:8]2[S:11]([C:14]2[CH:19]=[CH:18][CH:17]=[CH:16][CH:15]=2)(=[O:13])=[O:12])=[CH:4][CH:3]=1.FC1C=C2C(C(I)=CN2S(C2C=CC=CC=2)(=O)=[O:39])=CC=1.NC1C=CC(B2OC(C)(C)C(C)(C)O2)=CC=1O. (6) Given the product [Cl:1][C:2]1[C:3]2[C@H:11]([CH3:12])[CH2:10][C:9](=[O:13])[NH:8][C:4]=2[N:5]=[CH:6][N:7]=1, predict the reactants needed to synthesize it. The reactants are: [Cl:1][C:2]1[C:3]2[C@H:11]([CH3:12])[CH2:10][C:9](=[O:13])[N:8](C(OC(C)(C)C)=O)[C:4]=2[N:5]=[CH:6][N:7]=1.Cl.[OH-].[NH4+]. (7) Given the product [F:13][C:6]1[CH:7]=[CH:8][C:9]([N+:10]([O-:12])=[O:11])=[C:4]2[C:5]=1[CH2:14][CH2:15][N:16]([CH3:17])[C:3]2=[O:2], predict the reactants needed to synthesize it. The reactants are: C[O:2][C:3](=O)[C:4]1[C:9]([N+:10]([O-:12])=[O:11])=[CH:8][CH:7]=[C:6]([F:13])[C:5]=1[CH2:14][CH2:15][NH:16][C:17](OC)=O.[H-].[Na+].CI.[Cl-].[NH4+].